This data is from Catalyst prediction with 721,799 reactions and 888 catalyst types from USPTO. The task is: Predict which catalyst facilitates the given reaction. (1) Reactant: Cl.[NH2:2][C:3]1([CH2:6][CH2:7][OH:8])[CH2:5][CH2:4]1.O.C(N(CC)CC)C.[C:17](O[C:17]([O:19][C:20]([CH3:23])([CH3:22])[CH3:21])=[O:18])([O:19][C:20]([CH3:23])([CH3:22])[CH3:21])=[O:18]. Product: [OH:8][CH2:7][CH2:6][C:3]1([NH:2][C:17](=[O:18])[O:19][C:20]([CH3:23])([CH3:22])[CH3:21])[CH2:5][CH2:4]1. The catalyst class is: 7. (2) Reactant: [CH3:1][O:2][C:3]([C:5]12[CH2:14][CH:9]3[CH2:10][CH:11]([CH2:13][C:7]([C:15]([NH:17][CH:18]([CH2:26][C:27]#[CH:28])[C:19]([O:21]C(C)(C)C)=[O:20])=[O:16])([CH2:8]3)[CH2:6]1)[CH2:12]2)=[O:4]. Product: [CH3:1][O:2][C:3]([C:5]12[CH2:14][CH:9]3[CH2:10][CH:11]([CH2:13][C:7]([C:15]([NH:17][CH:18]([CH2:26][C:27]#[CH:28])[C:19]([OH:21])=[O:20])=[O:16])([CH2:8]3)[CH2:6]1)[CH2:12]2)=[O:4]. The catalyst class is: 106. (3) Reactant: [Cl:1][C:2]1[CH:3]=[C:4]([C:11]2[S:12][CH:13]=[C:14]([C:16]([O:18]CC)=[O:17])[N:15]=2)[CH:5]=[C:6]([Cl:10])[C:7]=1[O:8]C.B(Br)(Br)Br. Product: [Cl:1][C:2]1[CH:3]=[C:4]([C:11]2[S:12][CH:13]=[C:14]([C:16]([OH:18])=[O:17])[N:15]=2)[CH:5]=[C:6]([Cl:10])[C:7]=1[OH:8]. The catalyst class is: 4. (4) Reactant: [CH3:1][O:2][C:3]([C:5]1[CH:10]=[CH:9][C:8]([CH:11]2[CH2:16][CH2:15][N:14]([C:17]([O:19][CH2:20][C:21]3[CH:26]=[CH:25][CH:24]=[CH:23][CH:22]=3)=[O:18])[CH2:13][CH:12]2[O:27][CH2:28][C:29]2[CH:30]=[CH:31][C:32]3[O:37][CH2:36][C:35](=O)[N:34]([CH2:39][CH2:40][CH2:41][O:42][CH3:43])[C:33]=3[CH:44]=2)=[CH:7][CH:6]=1)=[O:4].[BH4-].C([N+](CCCC)(CCCC)CCCC)CCC.Cl.C(=O)([O-])O.[Na+]. Product: [CH3:1][O:2][C:3]([C:5]1[CH:10]=[CH:9][C:8]([CH:11]2[CH2:16][CH2:15][N:14]([C:17]([O:19][CH2:20][C:21]3[CH:26]=[CH:25][CH:24]=[CH:23][CH:22]=3)=[O:18])[CH2:13][CH:12]2[O:27][CH2:28][C:29]2[CH:30]=[CH:31][C:32]3[O:37][CH2:36][CH2:35][N:34]([CH2:39][CH2:40][CH2:41][O:42][CH3:43])[C:33]=3[CH:44]=2)=[CH:7][CH:6]=1)=[O:4]. The catalyst class is: 146. (5) Reactant: Cl.[CH3:2][C:3]1[NH:4][C:5]2[CH:11]=[C:10]([NH2:12])[CH:9]=[C:8]([CH3:13])[C:6]=2[N:7]=1.[Cl:14][C:15]1[CH:20]=[C:19](Cl)[N:18]=[CH:17][N:16]=1. Product: [Cl:14][C:15]1[N:16]=[CH:17][N:18]=[C:19]([NH:12][C:10]2[CH:9]=[C:8]([CH3:13])[C:6]3[NH:7][C:3]([CH3:2])=[N:4][C:5]=3[CH:11]=2)[CH:20]=1. The catalyst class is: 51. (6) Reactant: C[Si](C)([O:7][CH2:8][CH2:9][CH2:10][N:11]1[CH2:16][CH2:15][N:14]([C:17]([O:19][CH2:20][C:21]2[CH:26]=[CH:25][CH:24]=[CH:23][CH:22]=2)=[O:18])[CH2:13][CH2:12]1)C(C)(C)C.[F-].C([N+](CCCC)(CCCC)CCCC)CCC. Product: [OH:7][CH2:8][CH2:9][CH2:10][N:11]1[CH2:16][CH2:15][N:14]([C:17]([O:19][CH2:20][C:21]2[CH:22]=[CH:23][CH:24]=[CH:25][CH:26]=2)=[O:18])[CH2:13][CH2:12]1. The catalyst class is: 1. (7) Reactant: [CH2:1]([CH:3]([CH2:23][CH2:24][CH2:25][CH3:26])[CH2:4][O:5][C:6]1[CH:13]=[CH:12][C:11]([O:14][CH2:15][CH:16]([CH2:21][CH3:22])[CH2:17][CH2:18][CH2:19][CH3:20])=[CH:10][C:7]=1[CH:8]=[O:9])[CH3:2].[C:27](=[O:30])(O)[O-:28].[Na+].[CH3:32]CCCCCC.[C:39](OC(=O)C)(=[O:41])[CH3:40]. Product: [C:39]([O:9][CH:8]([O:28][C:27](=[O:30])[CH3:32])[C:7]1[CH:10]=[C:11]([O:14][CH2:15][CH:16]([CH2:21][CH3:22])[CH2:17][CH2:18][CH2:19][CH3:20])[CH:12]=[CH:13][C:6]=1[O:5][CH2:4][CH:3]([CH2:1][CH3:2])[CH2:23][CH2:24][CH2:25][CH3:26])(=[O:41])[CH3:40]. The catalyst class is: 65. (8) Reactant: [C:1]([O:5][C:6](=[O:15])[NH:7][C:8]1[CH:13]=[C:12]([Cl:14])[CH:11]=[CH:10][N:9]=1)([CH3:4])([CH3:3])[CH3:2].CN(CCN(C)C)C.[Li]CCCC.[I:29]I.S([O-])(O)=O.[Na+]. Product: [C:1]([O:5][C:6](=[O:15])[NH:7][C:8]1[C:13]([I:29])=[C:12]([Cl:14])[CH:11]=[CH:10][N:9]=1)([CH3:4])([CH3:2])[CH3:3]. The catalyst class is: 20. (9) Reactant: [BH4-].[Na+].[F:3][C:4]1[CH:5]=[C:6]([NH:16][C:17]([C:19]2[CH:24]=[CH:23][CH:22]=[CH:21][N:20]=2)=[O:18])[CH:7]=[CH:8][C:9]=1[C:10](=[O:15])[CH2:11][C:12]([CH3:14])=[CH2:13].[Cl-].[NH4+]. Product: [F:3][C:4]1[CH:5]=[C:6]([NH:16][C:17]([C:19]2[CH:24]=[CH:23][CH:22]=[CH:21][N:20]=2)=[O:18])[CH:7]=[CH:8][C:9]=1[CH:10]([OH:15])[CH2:11][C:12]([CH3:14])=[CH2:13]. The catalyst class is: 5.